From a dataset of Catalyst prediction with 721,799 reactions and 888 catalyst types from USPTO. Predict which catalyst facilitates the given reaction. (1) Product: [C:9]([O:15][CH2:16][N:4]1[CH:5]=[CH:6][C:2]([I:1])=[N:3]1)(=[O:14])[C:10]([CH3:13])([CH3:12])[CH3:11]. Reactant: [I:1][C:2]1[CH:6]=[CH:5][NH:4][N:3]=1.[H-].[Na+].[C:9]([O:15][CH2:16]Cl)(=[O:14])[C:10]([CH3:13])([CH3:12])[CH3:11]. The catalyst class is: 554. (2) Reactant: [CH3:1][C:2]1([CH3:20])[O:6][C@H:5]([C@@H:7]([CH:18]=[CH2:19])[C@H:8]([O:16][CH3:17])[C:9]([O:11][C:12]([CH3:15])([CH3:14])[CH3:13])=[O:10])[CH2:4][O:3]1. Product: [CH3:1][C:2]1([CH3:20])[O:6][C@H:5]([C@@H:7]([CH:18]=[CH2:19])[C@@H:8]([O:16][CH3:17])[C:9]([O:11][C:12]([CH3:13])([CH3:14])[CH3:15])=[O:10])[CH2:4][O:3]1. The catalyst class is: 22. (3) Reactant: [NH2:1][C:2]1[CH:7]=[CH:6][C:5]([C:8]([F:11])([F:10])[F:9])=[CH:4][C:3]=1/[CH:12]=[CH:13]/[C:14]([O:16]CC)=O. Product: [F:9][C:8]([F:11])([F:10])[C:5]1[CH:4]=[C:3]2[C:2](=[CH:7][CH:6]=1)[NH:1][C:14](=[O:16])[CH:13]=[CH:12]2. The catalyst class is: 89. (4) Reactant: [Br:1][C:2]1[CH:3]=[C:4]([CH:13]=[C:14]([CH2:16]Br)[CH:15]=1)[O:5][Si:6]([C:9]([CH3:12])([CH3:11])[CH3:10])([CH3:8])[CH3:7].[NH:18]1[CH:22]=[CH:21][N:20]=[CH:19]1. Product: [Br:1][C:2]1[CH:15]=[C:14]([CH:13]=[C:4]([O:5][Si:6]([C:9]([CH3:12])([CH3:11])[CH3:10])([CH3:8])[CH3:7])[CH:3]=1)[CH2:16][N:18]1[CH:22]=[CH:21][N:20]=[CH:19]1. The catalyst class is: 9. (5) Reactant: [NH2:1][C:2]1[CH:7]=[CH:6][C:5]([O:8][CH3:9])=[CH:4][C:3]=1[OH:10].O(CC)[C:12]([S-])=[S:13].[K+]. Product: [CH3:9][O:8][C:5]1[CH:6]=[CH:7][C:2]2[N:1]=[C:12]([SH:13])[O:10][C:3]=2[CH:4]=1. The catalyst class is: 8.